The task is: Predict the product of the given reaction.. This data is from Forward reaction prediction with 1.9M reactions from USPTO patents (1976-2016). (1) Given the reactants CC1(C)COB([C:8]2[CH:9]=[C:10]([NH2:23])[C:11]([N:14]([CH2:19][CH:20]([CH3:22])[CH3:21])[CH2:15][CH:16]([CH3:18])[CH3:17])=[CH:12][CH:13]=2)OC1.Br[C:26]1[CH:31]=[CH:30][CH:29]=[CH:28][C:27]=1[NH:32][S:33]([C:36]([F:39])([F:38])[F:37])(=[O:35])=[O:34].P([O-])([O-])([O-])=O.[K+].[K+].[K+], predict the reaction product. The product is: [NH2:23][C:10]1[CH:9]=[C:8]([C:26]2[CH:31]=[CH:30][CH:29]=[CH:28][C:27]=2[NH:32][S:33]([C:36]([F:37])([F:38])[F:39])(=[O:35])=[O:34])[CH:13]=[CH:12][C:11]=1[N:14]([CH2:15][CH:16]([CH3:17])[CH3:18])[CH2:19][CH:20]([CH3:21])[CH3:22]. (2) Given the reactants [NH:1]1[CH2:6][CH2:5][CH:4]([NH:7][C:8](=[O:14])[O:9][C:10]([CH3:13])([CH3:12])[CH3:11])[CH2:3][CH2:2]1.[N+:15]([C:18]1[CH:19]=[C:20]([CH:23]=[CH:24][CH:25]=1)[CH:21]=O)([O-:17])=[O:16].[BH-](OC(C)=O)(OC(C)=O)OC(C)=O.[Na+].C(O)(=O)C, predict the reaction product. The product is: [N+:15]([C:18]1[CH:19]=[C:20]([CH:23]=[CH:24][CH:25]=1)[CH2:21][N:1]1[CH2:2][CH2:3][CH:4]([NH:7][C:8](=[O:14])[O:9][C:10]([CH3:11])([CH3:13])[CH3:12])[CH2:5][CH2:6]1)([O-:17])=[O:16]. (3) Given the reactants [CH3:1][O:2][C:3](=[O:33])[CH2:4][C@H:5]1[C:9]2[CH:10]=[CH:11][C:12]([O:14][C@H:15]3[C:23]4[C:18](=[C:19]([O:25][C:26]5[CH:31]=[CH:30][C:29](Br)=[CH:28][CH:27]=5)[CH:20]=[CH:21][C:22]=4[F:24])[CH2:17][CH2:16]3)=[CH:13][C:8]=2[O:7][CH2:6]1.C12B([CH2:43][CH2:44][CH2:45][C:46]([CH3:49])([OH:48])[CH3:47])C(CCC1)CCC2, predict the reaction product. The product is: [CH3:1][O:2][C:3](=[O:33])[CH2:4][C@H:5]1[C:9]2[CH:10]=[CH:11][C:12]([O:14][C@H:15]3[C:23]4[C:18](=[C:19]([O:25][C:26]5[CH:31]=[CH:30][C:29]([CH2:43][CH2:44][CH2:45][C:46]([OH:48])([CH3:49])[CH3:47])=[CH:28][CH:27]=5)[CH:20]=[CH:21][C:22]=4[F:24])[CH2:17][CH2:16]3)=[CH:13][C:8]=2[O:7][CH2:6]1. (4) The product is: [NH2:8][C:4]1[N:5]=[CH:6][N:7]=[C:2]([NH:15][C@H:16]([C:18]2[N:19]([CH:30]3[CH2:32][CH2:31]3)[C:20](=[O:29])[C:21]3[C:26]([CH:27]=2)=[CH:25][CH:24]=[CH:23][C:22]=3[Cl:28])[CH3:17])[C:3]=1[C:9]1[N:10]=[N:11][N:12]([CH3:14])[N:13]=1. Given the reactants Cl[C:2]1[N:7]=[CH:6][N:5]=[C:4]([NH2:8])[C:3]=1[C:9]1[N:10]=[N:11][N:12]([CH3:14])[N:13]=1.[NH2:15][C@H:16]([C:18]1[N:19]([CH:30]2[CH2:32][CH2:31]2)[C:20](=[O:29])[C:21]2[C:26]([CH:27]=1)=[CH:25][CH:24]=[CH:23][C:22]=2[Cl:28])[CH3:17].CCN(C(C)C)C(C)C, predict the reaction product. (5) Given the reactants C([O:4][CH2:5][C:6]1[CH:11]=[CH:10][C:9]([CH2:12][CH2:13][C:14]([F:20])([F:19])[C:15]([F:18])([F:17])[F:16])=[CH:8][CH:7]=1)(=O)C.[OH-].[K+].Cl, predict the reaction product. The product is: [F:19][C:14]([F:20])([C:15]([F:16])([F:17])[F:18])[CH2:13][CH2:12][C:9]1[CH:8]=[CH:7][C:6]([CH2:5][OH:4])=[CH:11][CH:10]=1. (6) Given the reactants [N:1]([CH2:4][C:5]([NH2:7])=[O:6])=[N+:2]=[N-:3].[CH2:8]=[O:9].[OH-].[K+].Cl, predict the reaction product. The product is: [N:1]([CH2:4][C:5]([NH:7][CH2:8][OH:9])=[O:6])=[N+:2]=[N-:3]. (7) Given the reactants [CH3:1][C:2]1[NH:6][N:5]=[C:4]([C:7](O)=O)[CH:3]=1.O.ON1C2C=CC=CC=2N=N1.C(N(CC)CC)C.Cl.CN(C)CCCN=C=NCC.[CH2:40]([O:42][C:43](=[O:59])[CH2:44][N:45]1[C:53]2[C:48](=[CH:49][C:50]([NH2:55])=[C:51]([NH2:54])[CH:52]=2)[C:47]([CH3:57])([CH3:56])[C:46]1=[O:58])[CH3:41].C(OC(=O)CI)C.C(=O)(O)[O-], predict the reaction product. The product is: [CH2:40]([O:42][C:43](=[O:59])[CH2:44][N:45]1[C:53]2[CH:52]=[C:51]3[NH:54][C:7]([C:4]4[CH:3]=[C:2]([CH3:1])[NH:6][N:5]=4)=[N:55][C:50]3=[CH:49][C:48]=2[C:47]([CH3:56])([CH3:57])[C:46]1=[O:58])[CH3:41]. (8) Given the reactants Cl.Cl[CH2:3][CH2:4][N:5]1[CH2:9][CH2:8][CH2:7][CH2:6]1.C(=O)([O-])[O-].[K+].[K+].CN(C=O)C.[Br:21][C:22]1[CH:23]=[C:24]2[C:29](=[CH:30][CH:31]=1)[CH:28]=[C:27]([OH:32])[CH:26]=[CH:25]2, predict the reaction product. The product is: [Br:21][C:22]1[CH:23]=[C:24]2[C:29](=[CH:30][CH:31]=1)[CH:28]=[C:27]([O:32][CH2:3][CH2:4][N:5]1[CH2:9][CH2:8][CH2:7][CH2:6]1)[CH:26]=[CH:25]2. (9) Given the reactants [NH2:1][C:2]1[CH:7]=[CH:6][C:5]([F:8])=[CH:4][C:3]=1[S:9]([NH2:12])(=[O:11])=[O:10].[F:13][C:14]1[C:19]([F:20])=[CH:18][CH:17]=[CH:16][C:15]=1[S:21](Cl)(=[O:23])=[O:22], predict the reaction product. The product is: [F:13][C:14]1[C:19]([F:20])=[CH:18][CH:17]=[CH:16][C:15]=1[S:21]([NH:1][C:2]1[CH:7]=[CH:6][C:5]([F:8])=[CH:4][C:3]=1[S:9](=[O:11])(=[O:10])[NH2:12])(=[O:23])=[O:22]. (10) Given the reactants [Br:1][C:2]1[CH:3]=[C:4]([CH2:10]Br)[C:5]([CH2:8]Br)=[N:6][CH:7]=1.[C:12]([NH2:31])([C:25]1[CH:30]=[CH:29][CH:28]=[CH:27][CH:26]=1)([C:19]1[CH:24]=[CH:23][CH:22]=[CH:21][CH:20]=1)[C:13]1[CH:18]=[CH:17][CH:16]=[CH:15][CH:14]=1.C(N(C(C)C)CC)(C)C, predict the reaction product. The product is: [Br:1][C:2]1[CH:3]=[C:4]2[CH2:10][N:31]([C:12]([C:13]3[CH:18]=[CH:17][CH:16]=[CH:15][CH:14]=3)([C:25]3[CH:26]=[CH:27][CH:28]=[CH:29][CH:30]=3)[C:19]3[CH:20]=[CH:21][CH:22]=[CH:23][CH:24]=3)[CH2:8][C:5]2=[N:6][CH:7]=1.